This data is from Forward reaction prediction with 1.9M reactions from USPTO patents (1976-2016). The task is: Predict the product of the given reaction. (1) Given the reactants [Br:1][C:2]1[CH:10]=[CH:9][C:5]([C:6]([OH:8])=[O:7])=[CH:4][C:3]=1[CH3:11].O=S(Cl)Cl.[CH3:16]O, predict the reaction product. The product is: [Br:1][C:2]1[CH:10]=[CH:9][C:5]([C:6]([O:8][CH3:16])=[O:7])=[CH:4][C:3]=1[CH3:11]. (2) Given the reactants [F:1][C:2]1[CH:7]=[C:6]([I:8])[CH:5]=[CH:4][C:3]=1[NH:9][C:10]1[N:11]([CH3:24])[C:12](=[O:23])[C:13]([CH3:22])=[C:14]([OH:21])[C:15]=1[C:16]([O:18][CH2:19][CH3:20])=[O:17].S(OC)(O[CH3:29])(=O)=O.C([O-])([O-])=O.[K+].[K+], predict the reaction product. The product is: [F:1][C:2]1[CH:7]=[C:6]([I:8])[CH:5]=[CH:4][C:3]=1[NH:9][C:10]1[N:11]([CH3:24])[C:12](=[O:23])[C:13]([CH3:22])=[C:14]([O:21][CH3:29])[C:15]=1[C:16]([O:18][CH2:19][CH3:20])=[O:17].